From a dataset of Forward reaction prediction with 1.9M reactions from USPTO patents (1976-2016). Predict the product of the given reaction. (1) Given the reactants [C:1]([O:5][C:6]([NH:8][C@@H:9]([CH2:13][C:14]1[CH:19]=[CH:18][C:17]([O:20][CH2:21][CH2:22][CH2:23][CH:24]2[CH2:29][CH2:28][N:27]([C:30]3[O:34][N:33]=[C:32]([CH:35]([CH3:37])[CH3:36])[N:31]=3)[CH2:26][CH2:25]2)=[CH:16][C:15]=1[CH3:38])[C:10]([OH:12])=O)=[O:7])([CH3:4])([CH3:3])[CH3:2].[NH:39]1[CH2:43][CH2:42][CH2:41][C@H:40]1[C:44]([NH2:46])=[O:45], predict the reaction product. The product is: [C:1]([O:5][C:6](=[O:7])[NH:8][C@@H:9]([CH2:13][C:14]1[CH:19]=[CH:18][C:17]([O:20][CH2:21][CH2:22][CH2:23][CH:24]2[CH2:25][CH2:26][N:27]([C:30]3[O:34][N:33]=[C:32]([CH:35]([CH3:37])[CH3:36])[N:31]=3)[CH2:28][CH2:29]2)=[CH:16][C:15]=1[CH3:38])[C:10]([N:39]1[CH2:43][CH2:42][CH2:41][C@H:40]1[C:44](=[O:45])[NH2:46])=[O:12])([CH3:3])([CH3:2])[CH3:4]. (2) Given the reactants [CH2:1]([O:3][C:4]([C:6]1[CH:11]=[CH:10][C:9]([NH:12][C:13]([NH2:15])=[S:14])=[CH:8][CH:7]=1)=[O:5])[CH3:2].Cl[CH2:17][CH:18]=O, predict the reaction product. The product is: [CH2:1]([O:3][C:4](=[O:5])[C:6]1[CH:11]=[CH:10][C:9]([NH:12][C:13]2[S:14][CH:17]=[CH:18][N:15]=2)=[CH:8][CH:7]=1)[CH3:2]. (3) Given the reactants C[O:2][C:3]([C:5]12[CH2:14][CH:9]3[CH2:10][CH:11]([CH2:13][CH:7]([CH:8]3[NH:15][C:16](=[O:31])[C:17]([NH:20][S:21]([C:24]3[CH:29]=[CH:28][CH:27]=[CH:26][C:25]=3[F:30])(=[O:23])=[O:22])([CH3:19])[CH3:18])[CH2:6]1)[CH2:12]2)=[O:4].Cl, predict the reaction product. The product is: [F:30][C:25]1[CH:26]=[CH:27][CH:28]=[CH:29][C:24]=1[S:21]([NH:20][C:17]([CH3:19])([CH3:18])[C:16]([NH:15][CH:8]1[CH:7]2[CH2:6][C:5]3([C:3]([OH:4])=[O:2])[CH2:12][CH:11]([CH2:10][CH:9]1[CH2:14]3)[CH2:13]2)=[O:31])(=[O:23])=[O:22]. (4) Given the reactants [F:1][C:2]1[CH:7]=[CH:6][C:5]2[C:8]3([CH2:36][O:37][C:4]=2[CH:3]=1)[CH2:13][CH2:12][N:11]([C:14]([C:16]1[CH:17]=[N:18][C:19]2[N:20]([N:30]=[CH:31][C:32]=2[C:33](O)=[O:34])[C:21]=1[NH:22][C:23]1[CH:28]=[CH:27][CH:26]=[C:25]([CH3:29])[CH:24]=1)=[O:15])[CH2:10][CH2:9]3.[CH2:38]([S:40]([NH2:43])(=[O:42])=[O:41])[CH3:39], predict the reaction product. The product is: [F:1][C:2]1[CH:7]=[CH:6][C:5]2[C:8]3([CH2:36][O:37][C:4]=2[CH:3]=1)[CH2:13][CH2:12][N:11]([C:14]([C:16]1[CH:17]=[N:18][C:19]2[N:20]([N:30]=[CH:31][C:32]=2[C:33]([NH:43][S:40]([CH2:38][CH3:39])(=[O:42])=[O:41])=[O:34])[C:21]=1[NH:22][C:23]1[CH:28]=[CH:27][CH:26]=[C:25]([CH3:29])[CH:24]=1)=[O:15])[CH2:10][CH2:9]3. (5) Given the reactants Cl.[Br:2][C:3]1[CH:8]=[CH:7][C:6]([C:9]2[CH:14]=[CH:13][C:12]([C:15]3[N:16]=[C:17]([C@@H:20]4[CH2:24][CH2:23][CH2:22][NH:21]4)[NH:18][CH:19]=3)=[CH:11][CH:10]=2)=[CH:5][CH:4]=1.[CH3:25][O:26][C:27]([NH:29][C@@H:30]([CH:34]([CH3:36])[CH3:35])[C:31](O)=[O:32])=[O:28].CCN(C(C)C)C(C)C.CN(C(ON1N=NC2C=CC=NC1=2)=[N+](C)C)C.F[P-](F)(F)(F)(F)F, predict the reaction product. The product is: [Br:2][C:3]1[CH:4]=[CH:5][C:6]([C:9]2[CH:10]=[CH:11][C:12]([C:15]3[N:16]=[C:17]([C@@H:20]4[CH2:24][CH2:23][CH2:22][N:21]4[C:31](=[O:32])[C@@H:30]([NH:29][C:27](=[O:28])[O:26][CH3:25])[CH:34]([CH3:36])[CH3:35])[NH:18][CH:19]=3)=[CH:13][CH:14]=2)=[CH:7][CH:8]=1. (6) Given the reactants [CH3:1][C:2]1([C:7]([OH:9])=[O:8])[CH2:6][CH2:5][NH:4][CH2:3]1.[CH3:10][Si](Cl)(C)C, predict the reaction product. The product is: [CH3:10][O:8][C:7]([C:2]1([CH3:1])[CH2:6][CH2:5][NH:4][CH2:3]1)=[O:9].